From a dataset of NCI-60 drug combinations with 297,098 pairs across 59 cell lines. Regression. Given two drug SMILES strings and cell line genomic features, predict the synergy score measuring deviation from expected non-interaction effect. (1) Drug 2: CC(CN1CC(=O)NC(=O)C1)N2CC(=O)NC(=O)C2. Drug 1: COC1=C(C=C2C(=C1)N=CN=C2NC3=CC(=C(C=C3)F)Cl)OCCCN4CCOCC4. Synergy scores: CSS=25.9, Synergy_ZIP=-4.98, Synergy_Bliss=-0.405, Synergy_Loewe=-6.55, Synergy_HSA=3.06. Cell line: 786-0. (2) Drug 1: C(CC(=O)O)C(=O)CN.Cl. Drug 2: C1CN(P(=O)(OC1)NCCCl)CCCl. Cell line: HOP-62. Synergy scores: CSS=19.2, Synergy_ZIP=-13.2, Synergy_Bliss=-15.5, Synergy_Loewe=-18.1, Synergy_HSA=-12.9. (3) Drug 1: C1CNP(=O)(OC1)N(CCCl)CCCl. Drug 2: CC(C)CN1C=NC2=C1C3=CC=CC=C3N=C2N. Cell line: OVCAR-5. Synergy scores: CSS=-0.447, Synergy_ZIP=-0.134, Synergy_Bliss=-1.52, Synergy_Loewe=-1.55, Synergy_HSA=-2.03. (4) Drug 1: C1C(C(OC1N2C=NC(=NC2=O)N)CO)O. Drug 2: C(CCl)NC(=O)N(CCCl)N=O. Cell line: 786-0. Synergy scores: CSS=6.17, Synergy_ZIP=-2.39, Synergy_Bliss=-1.89, Synergy_Loewe=-2.30, Synergy_HSA=-0.933. (5) Drug 1: C1=C(C(=O)NC(=O)N1)N(CCCl)CCCl. Drug 2: CC1C(C(CC(O1)OC2CC(CC3=C2C(=C4C(=C3O)C(=O)C5=CC=CC=C5C4=O)O)(C(=O)C)O)N)O. Cell line: UO-31. Synergy scores: CSS=78.7, Synergy_ZIP=3.27, Synergy_Bliss=3.72, Synergy_Loewe=6.58, Synergy_HSA=8.15. (6) Drug 1: CN1CCC(CC1)COC2=C(C=C3C(=C2)N=CN=C3NC4=C(C=C(C=C4)Br)F)OC. Drug 2: CN(CCCl)CCCl.Cl. Cell line: HCT116. Synergy scores: CSS=13.1, Synergy_ZIP=-6.91, Synergy_Bliss=-6.30, Synergy_Loewe=-12.0, Synergy_HSA=-8.32.